Binary Classification. Given a miRNA mature sequence and a target amino acid sequence, predict their likelihood of interaction. From a dataset of Experimentally validated miRNA-target interactions with 360,000+ pairs, plus equal number of negative samples. (1) The miRNA is hsa-miR-9-5p with sequence UCUUUGGUUAUCUAGCUGUAUGA. The protein sequence of the target gene is MASEASVRLGVPPGRLWIQRPGIYEDEEGRTWVTVVVRFNPSRREWARASQGSRYEPSITVHLWQMAVHTRELLSSGQMPFSQLPAVWQLYPGRKYRAADSSFWEIADHGQIDSMEQLVLTYQPERKD. Result: 1 (interaction). (2) The miRNA is mmu-miR-5108 with sequence GUAGAGCACUGGAUGGUUU. The protein sequence of the target gene is MAALSKSIPHNCYEIGHTWHPSCRVSFLQITWGALEESLRIYAPLYLIAAVLRKRKLEYYLYKLLPEILQSASFLTANGALYITFFCILRKILGKFYSWTPGFGAALPASYVAILIERKSRRGLLTIYMANLATETLFRMGVARGTITTLRNGEVLLFCITAAMYMFFFRCKDGLKGFTFSALRFIVGKEEIPTHSYSPETAYAKVEQKREKHKGTPRAMSIIALVRTLVDSVCKHGPRHRCCKHYEDNCISYCIKGFIRMFSVGYLIQCCLRIPSAFRHLFTEPSRLLSLFYNKENFQL.... Result: 0 (no interaction). (3) The miRNA is hsa-miR-3130-3p with sequence GCUGCACCGGAGACUGGGUAA. The protein sequence of the target gene is MSAAGLLAPAPAQAGAPPAPEYYPEEDEELESAEDDERSCRGRESDEDTEDASETDLAKHDEEDYVEMKEQMYQDKLASLKRQLQQLQEGTLQEYQKRMKKLDQQYKERIRNAELFLQLETEQVERNYIKEKKAAVKEFEDKKVELKENLIAELEEKKKMIENEKLTMELTGDSMEVKPIMTRKLRRRPNDPVPIPDKRRKPAPAQLNYLLTDEQIMEDLRTLNKLKSPKRPASPSSPEHLPATPAESPAQRFEARIEDGKLYYDKRWYHKSQAIYLESKDNQKLSCVISSVGANEIWVR.... Result: 0 (no interaction). (4) The miRNA is hsa-miR-548az-5p with sequence CAAAAGUGAUUGUGGUUUUUGC. The protein sequence of the target gene is MAASAKRKQEEKHLKMLRDMTGLPHNRKCFDCDQRGPTYVNMTVGSFVCTSCSGSLRGLNPPHRVKSISMTTFTQQEIEFLQKHGNEVCKQIWLGLFDDRSSAIPDFRDPQKVKEFLQEKYEKKRWYVPPEQAKVVASVHASISGSSASSTSSTPEVKPLKSLLGESAPALHLNKGTPSQSPVVGRSQGQQQEKKQFDLLSDLGSDIFAAPAPQSTATANFANFAHFNSHAAQNSANADFANFDAFGQSSGSSNFGGFPTASHSSFQPQTTGGSAGSVNANFAHFDNFPKSSSADFGTFS.... Result: 0 (no interaction). (5) The miRNA is mmu-miR-302d-3p with sequence UAAGUGCUUCCAUGUUUGAGUGU. The protein sequence of the target gene is MASIVEGPLSKWTNVMKGWQYRWFVLDYNAGLLSYYTSKDKMMRGSRRGCVRLRGAVIGIDDEDDSTFTITVDQKTFHFQARDADEREKWIHALEETILRHTLQLQGLDSGFIPSVQDFDKKLTEADAYLQILIEQLKLFDDKLQNCKDDEQRKKVETLKDTTNSMVESIKHCIVLLQIAKDQSNAEQHADGIISTINPVDAIYQPSPLEPVISTMPSQTALPPEPAQLCKSEQRPSSLPVGPVLATLGHHQTPTPNSTGSGNSPPSSSLTPPSHVNLSPNTVPEFSYSSSEDEFYDADE.... Result: 0 (no interaction). (6) The miRNA is hsa-miR-185-5p with sequence UGGAGAGAAAGGCAGUUCCUGA. The protein sequence of the target gene is MNPEEQIVTWLISLGVLESPKKTICDPEEFLKSSLKNGVVLCKLINRLMPGSVEKFCLDPQTEADCINNINDFLKGCATLQVEIFDPDDLYSGVNFSKVLSTLLAVNKATEDQLSERPCGRSSSLSAANTSQTNPQGAVSSTVSGLQRQSKTVEMTENGSHQLIVKARFNFKQTNEDELSVCKGDIIYVTRVEEGGWWEGTLNGRTGWFPSNYVREIKSSERPLSPKAVKGFETAPLTKNYYTVVLQNILDTEKEYAKELQSLLVTYLRPLQSNNNLSTVEVTSLLGNFEEVCTFQQTLC.... Result: 1 (interaction). (7) The miRNA is mmu-miR-3070-3p with sequence UGGUGCUACCGUCAGGGGUAGA. The protein sequence of the target gene is MEMQDLTSPHSRLSGSSESPSGPKLGNSHINSNSMTPNGTEVKTEPMSSSETASTTADGSLNNFSGSAIGSSSFSPRPTHQFSPPQIYPSNRPYPHILPTPSSQTMAAYGQTQFTTGMQQATAYATYPQPGQPYGISSYGALWAGIKTEGGLSQSQSPGQTGFLSYGTSFSTPQPGQAPYSYQMQGSSFTTSSGIYTGNNSLTNSSGFNSSQQDYPSYPSFGQGQYAQYYNSSPYPAHYMTSSNTSPTTPSTNATYQLQEPPSGITSQAVTDPTAEYSTIHSPSTPIKDSDSDRLRRGSD.... Result: 0 (no interaction). (8) The miRNA is hsa-miR-5587-5p with sequence AUGGUCACCUCCGGGACU. The protein sequence of the target gene is MFRKARRVNVRKRNDSEEEERERDEEQEPPPLLPPPGTGEEAGPGGGDRAPGGESLLGPGPSPPSALTPGLGAEAGGGFPGGAEPGNGLKPRKRPRENKEVPRASLLSFQDEEEENEEVFKVKKSSYSKKIVKLLKKEYKEDLEKSKIKTELNSSAESEQPLDKTGHVKDTNQEDGVIISEHGEDEMDMESEKEEEKPKTGGAFSNALSSLNVLRPGEIPDAAFIHAARKKRQMARELGDFTPHDNEPGKGRLVREDENDASDDEDDDEKRRIVFSVKEKSQRQKIAEEIGIEGSDDDAL.... Result: 0 (no interaction).